This data is from NCI-60 drug combinations with 297,098 pairs across 59 cell lines. The task is: Regression. Given two drug SMILES strings and cell line genomic features, predict the synergy score measuring deviation from expected non-interaction effect. (1) Synergy scores: CSS=37.2, Synergy_ZIP=0.473, Synergy_Bliss=2.16, Synergy_Loewe=-2.16, Synergy_HSA=4.13. Drug 2: CCC1(C2=C(COC1=O)C(=O)N3CC4=CC5=C(C=CC(=C5CN(C)C)O)N=C4C3=C2)O.Cl. Drug 1: CS(=O)(=O)C1=CC(=C(C=C1)C(=O)NC2=CC(=C(C=C2)Cl)C3=CC=CC=N3)Cl. Cell line: 786-0. (2) Drug 1: COC1=C2C(=CC3=C1OC=C3)C=CC(=O)O2. Drug 2: C1C(C(OC1N2C=NC3=C2NC=NCC3O)CO)O. Cell line: KM12. Synergy scores: CSS=-14.6, Synergy_ZIP=6.43, Synergy_Bliss=3.13, Synergy_Loewe=-14.3, Synergy_HSA=-11.7. (3) Drug 1: C1=C(C(=O)NC(=O)N1)N(CCCl)CCCl. Drug 2: C1=C(C(=O)NC(=O)N1)F. Cell line: MDA-MB-435. Synergy scores: CSS=23.1, Synergy_ZIP=-3.56, Synergy_Bliss=-6.28, Synergy_Loewe=-14.0, Synergy_HSA=-5.65. (4) Drug 1: CC12CCC3C(C1CCC2O)C(CC4=C3C=CC(=C4)O)CCCCCCCCCS(=O)CCCC(C(F)(F)F)(F)F. Drug 2: COCCOC1=C(C=C2C(=C1)C(=NC=N2)NC3=CC=CC(=C3)C#C)OCCOC.Cl. Cell line: SF-539. Synergy scores: CSS=2.71, Synergy_ZIP=-2.03, Synergy_Bliss=-1.36, Synergy_Loewe=-0.851, Synergy_HSA=-0.258. (5) Drug 1: C1C(C(OC1N2C=NC3=C(N=C(N=C32)Cl)N)CO)O. Drug 2: C1CN(P(=O)(OC1)NCCCl)CCCl. Synergy scores: CSS=35.3, Synergy_ZIP=-12.8, Synergy_Bliss=-2.49, Synergy_Loewe=-51.1, Synergy_HSA=-2.67. Cell line: MDA-MB-435. (6) Drug 1: CCC1=CC2CC(C3=C(CN(C2)C1)C4=CC=CC=C4N3)(C5=C(C=C6C(=C5)C78CCN9C7C(C=CC9)(C(C(C8N6C)(C(=O)OC)O)OC(=O)C)CC)OC)C(=O)OC.C(C(C(=O)O)O)(C(=O)O)O. Drug 2: CN(C)C1=NC(=NC(=N1)N(C)C)N(C)C. Cell line: HCC-2998. Synergy scores: CSS=51.1, Synergy_ZIP=0.590, Synergy_Bliss=0.946, Synergy_Loewe=-63.7, Synergy_HSA=-2.24. (7) Drug 1: CCC(=C(C1=CC=CC=C1)C2=CC=C(C=C2)OCCN(C)C)C3=CC=CC=C3.C(C(=O)O)C(CC(=O)O)(C(=O)O)O. Drug 2: CNC(=O)C1=NC=CC(=C1)OC2=CC=C(C=C2)NC(=O)NC3=CC(=C(C=C3)Cl)C(F)(F)F. Cell line: NCIH23. Synergy scores: CSS=-8.26, Synergy_ZIP=1.53, Synergy_Bliss=-2.01, Synergy_Loewe=-6.18, Synergy_HSA=-5.72. (8) Drug 2: C(=O)(N)NO. Cell line: T-47D. Drug 1: C1=NC2=C(N1)C(=S)N=C(N2)N. Synergy scores: CSS=0.327, Synergy_ZIP=-6.12, Synergy_Bliss=-5.41, Synergy_Loewe=-34.7, Synergy_HSA=-7.38. (9) Drug 1: C1CN(CCN1C(=O)CCBr)C(=O)CCBr. Drug 2: N.N.Cl[Pt+2]Cl. Cell line: NCI-H522. Synergy scores: CSS=81.9, Synergy_ZIP=-2.24, Synergy_Bliss=-1.90, Synergy_Loewe=2.64, Synergy_HSA=4.34.